This data is from Reaction yield outcomes from USPTO patents with 853,638 reactions. The task is: Predict the reaction yield, written as a fraction of the theoretical maximum amount of product (1.0 means a 100% yield; for example, 0.34 means a 34% yield). (1) The reactants are [CH:1]1([CH2:7][C@H:8]([NH:12][C:13](=[O:19])[O:14][C:15]([CH3:18])([CH3:17])[CH3:16])[C@H:9]([OH:11])[CH3:10])[CH2:6][CH2:5][CH2:4][CH2:3][CH2:2]1.CCN(CC)CC.[CH3:27][S:28](Cl)(=[O:30])=[O:29].O. The catalyst is C(Cl)Cl. The product is [CH:1]1([CH2:7][C@H:8]([NH:12][C:13](=[O:19])[O:14][C:15]([CH3:18])([CH3:17])[CH3:16])[C@H:9]([O:11][S:28]([CH3:27])(=[O:30])=[O:29])[CH3:10])[CH2:2][CH2:3][CH2:4][CH2:5][CH2:6]1. The yield is 0.810. (2) The reactants are [F:1][C:2]1[CH:7]=[CH:6][C:5]([CH2:8][C:9]2[CH:18]=[C:17]3[C:12]([C:13]([OH:29])=[C:14]([C:24](OCC)=[O:25])[C:15](=[O:23])[N:16]3[CH2:19][CH2:20][CH2:21][OH:22])=[N:11][CH:10]=2)=[CH:4][CH:3]=1.[NH2:30][CH2:31][C@H:32]([OH:34])[CH3:33]. No catalyst specified. The product is [F:1][C:2]1[CH:3]=[CH:4][C:5]([CH2:8][C:9]2[CH:18]=[C:17]3[C:12]([C:13]([OH:29])=[C:14]([C:24]([NH:30][CH2:31][C@H:32]([OH:34])[CH3:33])=[O:25])[C:15](=[O:23])[N:16]3[CH2:19][CH2:20][CH2:21][OH:22])=[N:11][CH:10]=2)=[CH:6][CH:7]=1. The yield is 0.250. (3) The product is [Cl:1][C:2]1[CH:7]=[CH:6][C:5]([C:8]2([OH:40])[CH2:13][CH2:12][N:11]([CH2:14][CH2:15][CH:16]=[C:17]3[C:27]4[C:22](=[N:23][CH:24]=[CH:25][CH:26]=4)[O:21][C:20]4[CH:28]=[CH:29][CH:30]=[C:31]([C:83]([O:79][CH2:77][CH3:78])=[O:84])[C:19]=4[CH2:18]3)[CH2:10][CH2:9]2)=[CH:4][CH:3]=1. The reactants are [Cl:1][C:2]1[CH:7]=[CH:6][C:5]([C:8]2([OH:40])[CH2:13][CH2:12][N:11]([CH2:14][CH2:15][CH:16]=[C:17]3[C:27]4[C:22](=[N:23][CH:24]=[CH:25][CH:26]=4)[O:21][C:20]4[CH:28]=[CH:29][CH:30]=[C:31](OS(C(F)(F)F)(=O)=O)[C:19]=4[CH2:18]3)[CH2:10][CH2:9]2)=[CH:4][CH:3]=1.C1(P(C2C=CC=CC=2)CCCP(C2C=CC=CC=2)C2C=CC=CC=2)C=CC=CC=1.C(N(CC)CC)C.[CH2:77]([OH:79])[CH3:78].CN([CH:83]=[O:84])C. The yield is 0.730. The catalyst is C([O-])(=O)C.[Pd+2].C([O-])(=O)C.